This data is from NCI-60 drug combinations with 297,098 pairs across 59 cell lines. The task is: Regression. Given two drug SMILES strings and cell line genomic features, predict the synergy score measuring deviation from expected non-interaction effect. Drug 1: C1=NC2=C(N1)C(=S)N=CN2. Drug 2: CC1CCCC2(C(O2)CC(NC(=O)CC(C(C(=O)C(C1O)C)(C)C)O)C(=CC3=CSC(=N3)C)C)C. Cell line: HOP-62. Synergy scores: CSS=43.9, Synergy_ZIP=-3.54, Synergy_Bliss=-3.47, Synergy_Loewe=-2.04, Synergy_HSA=4.39.